Dataset: NCI-60 drug combinations with 297,098 pairs across 59 cell lines. Task: Regression. Given two drug SMILES strings and cell line genomic features, predict the synergy score measuring deviation from expected non-interaction effect. Drug 2: CC(C)(C#N)C1=CC(=CC(=C1)CN2C=NC=N2)C(C)(C)C#N. Drug 1: CS(=O)(=O)CCNCC1=CC=C(O1)C2=CC3=C(C=C2)N=CN=C3NC4=CC(=C(C=C4)OCC5=CC(=CC=C5)F)Cl. Synergy scores: CSS=-2.95, Synergy_ZIP=2.22, Synergy_Bliss=2.26, Synergy_Loewe=-2.71, Synergy_HSA=-4.43. Cell line: SR.